Predict the reactants needed to synthesize the given product. From a dataset of Full USPTO retrosynthesis dataset with 1.9M reactions from patents (1976-2016). Given the product [Cl:10][C:4]1[C:5]([Cl:9])=[CH:6][CH:7]=[CH:8][C:3]=1[CH2:2][N:18]1[C:16]2=[N:17][C:12]([NH:27][C:25]3[CH:24]=[N:23][N:22]([CH3:21])[CH:26]=3)=[N:13][CH:14]=[C:15]2[CH:20]=[N:19]1, predict the reactants needed to synthesize it. The reactants are: Br[CH2:2][C:3]1[CH:8]=[CH:7][CH:6]=[C:5]([Cl:9])[C:4]=1[Cl:10].Cl[C:12]1[N:17]=[C:16]2[NH:18][N:19]=[CH:20][C:15]2=[CH:14][N:13]=1.[CH3:21][N:22]1[CH:26]=[C:25]([NH2:27])[CH:24]=[N:23]1.